Predict the reaction yield, written as a fraction of the theoretical maximum amount of product (1.0 means a 100% yield; for example, 0.34 means a 34% yield). From a dataset of Reaction yield outcomes from USPTO patents with 853,638 reactions. (1) The reactants are [NH2:1][CH2:2][C:3]1[N:8]=[CH:7][C:6]([S:9]([CH:12]2[CH2:17][CH2:16][N:15]([C:18]([O:20][C:21]([CH3:24])([CH3:23])[CH3:22])=[O:19])[CH2:14][CH2:13]2)(=[O:11])=[O:10])=[CH:5][CH:4]=1.[O:25]1[C:29]2=[CH:30][N:31]=[CH:32][CH:33]=[C:28]2[CH:27]=[C:26]1[C:34](O)=[O:35].CCN=C=NCCCN(C)C.C1C=CC2N(O)N=NC=2C=1.C(N(CC)CC)C. The catalyst is CN(C=O)C. The product is [O:25]1[C:29]2=[CH:30][N:31]=[CH:32][CH:33]=[C:28]2[CH:27]=[C:26]1[C:34]([NH:1][CH2:2][C:3]1[N:8]=[CH:7][C:6]([S:9]([CH:12]2[CH2:13][CH2:14][N:15]([C:18]([O:20][C:21]([CH3:24])([CH3:23])[CH3:22])=[O:19])[CH2:16][CH2:17]2)(=[O:10])=[O:11])=[CH:5][CH:4]=1)=[O:35]. The yield is 0.840. (2) The reactants are S(=O)(=O)(O)O.[Br:6][C:7]1[CH:8]=[C:9]2[C:13](=[CH:14][CH:15]=1)[NH:12][N:11]=[C:10]2[C:16]([OH:18])=[O:17].[CH3:19]O. No catalyst specified. The product is [Br:6][C:7]1[CH:8]=[C:9]2[C:13](=[CH:14][CH:15]=1)[NH:12][N:11]=[C:10]2[C:16]([O:18][CH3:19])=[O:17]. The yield is 0.980. (3) The reactants are [Si:1]([C:8]1[C:13]([Cl:14])=[C:12](F)[N:11]=[C:10]([C:16]2[C:24]3[C:19](=[N:20][CH:21]=[CH:22][CH:23]=3)[NH:18][N:17]=2)[C:9]=1[F:25])([C:4]([CH3:7])([CH3:6])[CH3:5])([CH3:3])[CH3:2].N1([Si:31]([CH3:34])([CH3:33])[CH3:32])C=CN=C1.[CH3:35][CH:36]([CH3:46])[C@:37]([CH:40]1[CH2:45][NH:44][CH2:43][CH2:42][NH:41]1)([OH:39])[CH3:38]. The catalyst is C1COCC1.C(OCC)(=O)C. The product is [Si:1]([C:8]1[C:13]([Cl:14])=[C:12]([N:44]2[CH2:43][CH2:42][NH:41][C@H:40]([C@:37]([O:39][Si:31]([CH3:34])([CH3:33])[CH3:32])([CH:36]([CH3:46])[CH3:35])[CH3:38])[CH2:45]2)[N:11]=[C:10]([C:16]2[C:24]3[C:19](=[N:20][CH:21]=[CH:22][CH:23]=3)[NH:18][N:17]=2)[C:9]=1[F:25])([C:4]([CH3:7])([CH3:6])[CH3:5])([CH3:3])[CH3:2]. The yield is 0.590. (4) The reactants are [C:1]([OH:6])(=[O:5])[C:2]([OH:4])=[O:3].[Cl:7][C:8]1[CH:15]=[CH:14][C:11]([C:12]#[N:13])=[C:10]([O:16][CH:17]([C:23]2[CH:27]=[CH:26][O:25][CH:24]=2)[CH2:18][CH2:19][CH2:20][NH:21]C)[CH:9]=1.[N-]=[N+]=[N-].[Na+].C1(P(C2C=CC=CC=2)C2C=CC=CC=2)C=CC=CC=1.C(=O)(O)[O-].[Na+].C(O)(=O)C(O)=O. The catalyst is CS(C)=O.O.O1CCCC1. The product is [C:1]([OH:6])(=[O:5])[C:2]([OH:4])=[O:3].[NH2:21][CH2:20][CH2:19][CH2:18][CH:17]([C:23]1[CH:27]=[CH:26][O:25][CH:24]=1)[O:16][C:10]1[CH:9]=[C:8]([Cl:7])[CH:15]=[CH:14][C:11]=1[C:12]#[N:13]. The yield is 0.470. (5) The reactants are [Br:1][C:2]1[CH:3]=[C:4]([NH:23]CC2C=CC=CN=2)[CH:5]=[C:6]2[C:11]=1[N:10]=[CH:9][C:8]([C:12]#[N:13])=[C:7]2[NH:14][C:15]1[CH:20]=[CH:19][C:18]([F:21])=[C:17]([Cl:22])[CH:16]=1.[CH:31]([C:34]1[N:35]=[CH:36][NH:37][C:38]=1[CH:39]=O)([CH3:33])[CH3:32].[BH3-]C#N.[Na+]. The catalyst is C1COCC1.CO. The product is [Br:1][C:2]1[CH:3]=[C:4]([NH:23][CH2:39][C:38]2[NH:37][CH:36]=[N:35][C:34]=2[CH:31]([CH3:33])[CH3:32])[CH:5]=[C:6]2[C:11]=1[N:10]=[CH:9][C:8]([C:12]#[N:13])=[C:7]2[NH:14][C:15]1[CH:20]=[CH:19][C:18]([F:21])=[C:17]([Cl:22])[CH:16]=1. The yield is 0.410.